From a dataset of Reaction yield outcomes from USPTO patents with 853,638 reactions. Predict the reaction yield, written as a fraction of the theoretical maximum amount of product (1.0 means a 100% yield; for example, 0.34 means a 34% yield). (1) The reactants are Br[C:2]1[CH:7]=[CH:6][C:5]([S:8]([NH:11][C:12]2[CH:17]=[CH:16][N:15]=[CH:14][N:13]=2)(=[O:10])=[O:9])=[CH:4][CH:3]=1.[CH3:18][C@@H:19]1[CH2:24][NH:23][CH2:22][CH2:21][NH:20]1.O(C(C)(C)C)[Na]. The catalyst is C1(C)C=CC=CC=1. The product is [CH3:18][C@H:19]1[NH:20][CH2:21][CH2:22][N:23]([C:2]2[CH:7]=[CH:6][C:5]([S:8]([NH:11][C:12]3[CH:17]=[CH:16][N:15]=[CH:14][N:13]=3)(=[O:10])=[O:9])=[CH:4][CH:3]=2)[CH2:24]1. The yield is 1.00. (2) The reactants are C([N:3]([CH2:15][CH3:16])[C:4](=[O:14])[C:5]1[CH:10]=[CH:9][C:8]([O:11][CH3:12])=[CH:7][C:6]=1[CH3:13])C.C([Li])(C)(C)C.CCCCC.[F:27][C:28]1[CH:35]=[CH:34]C(C#N)=[CH:30][CH:29]=1. The catalyst is C1COCC1. The product is [F:27][C:28]1[CH:35]=[CH:34][C:16]([C:15]2[N:3]=[C:4]([OH:14])[C:5]3[C:6]([CH:13]=2)=[CH:7][C:8]([O:11][CH3:12])=[CH:9][CH:10]=3)=[CH:30][CH:29]=1. The yield is 0.580. (3) The reactants are Cl.[NH2:2][CH2:3][C:4]1[CH:5]=[C:6]([C:14]2[S:15][C:16]([CH3:30])=[C:17]([CH2:19][N:20]3[CH:24]=[C:23]([C:25]([O:27][CH2:28][CH3:29])=[O:26])[CH:22]=[N:21]3)[N:18]=2)[CH:7]=[C:8]([C:10]([F:13])([F:12])[F:11])[CH:9]=1.[N:31]1[CH:36]=[CH:35][CH:34]=[CH:33][C:32]=1[C:37](O)=[O:38].CN(C)CCCN=C=NCC.ON1C2C=CC=CC=2N=N1.C(N(CC)CC)C. The catalyst is CN(C)C=O.O. The product is [CH3:30][C:16]1[S:15][C:14]([C:6]2[CH:7]=[C:8]([C:10]([F:13])([F:11])[F:12])[CH:9]=[C:4]([CH2:3][NH:2][C:37]([C:32]3[CH:33]=[CH:34][CH:35]=[CH:36][N:31]=3)=[O:38])[CH:5]=2)=[N:18][C:17]=1[CH2:19][N:20]1[CH:24]=[C:23]([C:25]([O:27][CH2:28][CH3:29])=[O:26])[CH:22]=[N:21]1. The yield is 0.350. (4) The reactants are [CH3:1][N:2]([CH3:22])[S:3]([CH:6]1[CH2:11][CH2:10][N:9](C(OCC2C=CC=CC=2)=O)[CH2:8][CH2:7]1)(=[O:5])=[O:4].[H][H]. The catalyst is CO.[Pd]. The product is [CH3:1][N:2]([CH3:22])[S:3]([CH:6]1[CH2:7][CH2:8][NH:9][CH2:10][CH2:11]1)(=[O:5])=[O:4]. The yield is 0.870. (5) The catalyst is C(O)C. The product is [C@@H:3]1([N:2]([CH3:1])[C:50]2[N:49]=[CH:48][N:47]=[C:46]3[C:51]=2[N:52]=[CH:53][N:45]3[C@H:37]2[C@@H:38]3[O:39][C:40]([CH3:44])([CH3:43])[O:41][C@@H:42]3[C@@H:35]([CH2:34][OH:33])[O:36]2)[C:11]2[C:6](=[CH:7][CH:8]=[CH:9][CH:10]=2)[CH2:5][CH2:4]1. The reactants are [CH3:1][NH:2][C@@H:3]1[C:11]2[C:6](=[CH:7][CH:8]=[CH:9][CH:10]=2)[CH2:5][CH2:4]1.C(NS(=O)(=O)[O:33][CH2:34][C@@H:35]1[C@@H:42]2[C@@H:38]([O:39][C:40]([CH3:44])([CH3:43])[O:41]2)[C@H:37]([N:45]2[CH:53]=[N:52][C:51]3[C:46]2=[N:47][CH:48]=[N:49][C:50]=3Cl)[O:36]1)(C1C=CC=CC=1)(C1C=CC=CC=1)C1C=CC=CC=1.CCN(C(C)C)C(C)C. The yield is 0.550. (6) The reactants are [H-].[Na+].COP([CH2:9][C:10]([O:12][CH3:13])=[O:11])(OC)=O.[F:14][C:15]1([F:22])[CH2:20][CH2:19][C:18](=O)[CH2:17][CH2:16]1. The catalyst is C1COCC1. The product is [F:14][C:15]1([F:22])[CH2:20][CH2:19][C:18](=[CH:9][C:10]([O:12][CH3:13])=[O:11])[CH2:17][CH2:16]1. The yield is 0.570.